From a dataset of Retrosynthesis with 50K atom-mapped reactions and 10 reaction types from USPTO. Predict the reactants needed to synthesize the given product. (1) Given the product CCCCCCC(C)Oc1ccc(OC(=O)c2ccc(O)cc2)cc1, predict the reactants needed to synthesize it. The reactants are: CCCCCCC(C)Oc1ccc(OC(=O)c2ccc(OCc3ccccc3)cc2)cc1. (2) Given the product COC(=O)C(=O)Nc1ccc(Cl)c(C)c1, predict the reactants needed to synthesize it. The reactants are: COC(=O)C(=O)Cl.Cc1cc(N)ccc1Cl.